Dataset: Full USPTO retrosynthesis dataset with 1.9M reactions from patents (1976-2016). Task: Predict the reactants needed to synthesize the given product. (1) Given the product [Cl:1][C:2]1[CH:7]=[C:6]([C:14]2[CH:15]=[CH:16][CH:17]=[CH:18][C:13]=2[F:12])[N:5]=[C:4]([NH2:9])[N:3]=1, predict the reactants needed to synthesize it. The reactants are: [Cl:1][C:2]1[CH:7]=[C:6](Cl)[N:5]=[C:4]([NH2:9])[N:3]=1.N#N.[F:12][C:13]1[CH:18]=[CH:17][CH:16]=[CH:15][C:14]=1B(O)O.C(=O)([O-])[O-].[Na+].[Na+]. (2) Given the product [OH:36][CH2:2][CH:1]1[O:3][C:4](=[O:5])[C:6]2=[CH:10][C:9]([C:11]([C:17]3[CH:18]=[C:19]4[C:23](=[CH:24][CH:25]=3)[N:22]([C:26]3[CH:31]=[CH:30][C:29]([F:32])=[CH:28][CH:27]=3)[N:21]=[CH:20]4)([OH:16])[C:12]([F:15])([F:13])[F:14])=[CH:8][N:7]2[CH2:33]1, predict the reactants needed to synthesize it. The reactants are: [CH2:1]([O:3][C:4]([C:6]1[N:7]([CH2:33]C=C)[CH:8]=[C:9]([C:11]([C:17]2[CH:18]=[C:19]3[C:23](=[CH:24][CH:25]=2)[N:22]([C:26]2[CH:31]=[CH:30][C:29]([F:32])=[CH:28][CH:27]=2)[N:21]=[CH:20]3)([OH:16])[C:12]([F:15])([F:14])[F:13])[CH:10]=1)=[O:5])[CH3:2].[O-:36][Mn](=O)(=O)=O.[K+]. (3) Given the product [Cl:1][C:2]1[C:3]([CH:4]([OH:5])[C:18]2[C:17](=[O:23])[CH2:22][CH2:21][CH2:20][CH:19]=2)=[CH:6][C:7]([CH2:10][CH3:11])=[CH:8][N:9]=1, predict the reactants needed to synthesize it. The reactants are: [Cl:1][C:2]1[N:9]=[CH:8][C:7]([CH2:10][CH3:11])=[CH:6][C:3]=1[CH:4]=[O:5].N1C=CN=C1.[C:17]1(=[O:23])[CH2:22][CH2:21][CH2:20][CH:19]=[CH:18]1. (4) The reactants are: Cl[C:2]1[CH:3]=[CH:4][C:5]([S:8]([N:11]([CH2:13][C:14]2[CH:19]=[CH:18][C:17]([O:20][CH3:21])=[CH:16][CH:15]=2)[CH3:12])(=[O:10])=[O:9])=[N:6][CH:7]=1.[CH3:22][O:23][CH2:24][C@H:25]([CH3:45])[O:26][C:27]1[CH:28]=[C:29]([OH:44])[CH:30]=[C:31]([C:33]2[NH:34][C:35]([C:38]3[O:39][C@@H:40]([CH3:43])[CH2:41][N:42]=3)=[CH:36][CH:37]=2)[CH:32]=1.C(=O)([O-])[O-].[Cs+].[Cs+].O. Given the product [CH3:21][O:20][C:17]1[CH:18]=[CH:19][C:14]([CH2:13][N:11]([CH3:12])[S:8]([C:5]2[CH:4]=[CH:3][C:2]([O:44][C:29]3[CH:30]=[C:31]([C:33]4[NH:34][C:35]([C:38]5[O:39][C@@H:40]([CH3:43])[CH2:41][N:42]=5)=[CH:36][CH:37]=4)[CH:32]=[C:27]([O:26][C@@H:25]([CH3:45])[CH2:24][O:23][CH3:22])[CH:28]=3)=[CH:7][N:6]=2)(=[O:10])=[O:9])=[CH:15][CH:16]=1, predict the reactants needed to synthesize it.